Dataset: Peptide-MHC class II binding affinity with 134,281 pairs from IEDB. Task: Regression. Given a peptide amino acid sequence and an MHC pseudo amino acid sequence, predict their binding affinity value. This is MHC class II binding data. (1) The binding affinity (normalized) is 0.259. The peptide sequence is IGSRGRRSCRAARRP. The MHC is HLA-DPA10201-DPB10101 with pseudo-sequence HLA-DPA10201-DPB10101. (2) The peptide sequence is TPGQCNMVVERLGDY. The MHC is HLA-DQA10104-DQB10503 with pseudo-sequence HLA-DQA10104-DQB10503. The binding affinity (normalized) is 0.307. (3) The peptide sequence is HDIYIVMPVFIIKR. The MHC is DRB1_0405 with pseudo-sequence DRB1_0405. The binding affinity (normalized) is 0.193. (4) The peptide sequence is EAAFNKAIKESTGGA. The binding affinity (normalized) is 0.237. The MHC is HLA-DQA10102-DQB10502 with pseudo-sequence HLA-DQA10102-DQB10502. (5) The peptide sequence is VLVGVVTLYLGVVVQ. The MHC is DRB1_1501 with pseudo-sequence DRB1_1501. The binding affinity (normalized) is 0.513. (6) The peptide sequence is INEPTAAAIAPGLDR. The MHC is HLA-DQA10102-DQB10602 with pseudo-sequence HLA-DQA10102-DQB10602. The binding affinity (normalized) is 0.776.